Dataset: NCI-60 drug combinations with 297,098 pairs across 59 cell lines. Task: Regression. Given two drug SMILES strings and cell line genomic features, predict the synergy score measuring deviation from expected non-interaction effect. (1) Drug 1: C1=C(C(=O)NC(=O)N1)N(CCCl)CCCl. Drug 2: CCCCC(=O)OCC(=O)C1(CC(C2=C(C1)C(=C3C(=C2O)C(=O)C4=C(C3=O)C=CC=C4OC)O)OC5CC(C(C(O5)C)O)NC(=O)C(F)(F)F)O. Cell line: HCT-15. Synergy scores: CSS=26.9, Synergy_ZIP=0.657, Synergy_Bliss=-1.08, Synergy_Loewe=-1.13, Synergy_HSA=-1.53. (2) Drug 1: C1CC(C1)(C(=O)O)C(=O)O.[NH2-].[NH2-].[Pt+2]. Drug 2: CC1=C2C(C(=O)C3(C(CC4C(C3C(C(C2(C)C)(CC1OC(=O)C(C(C5=CC=CC=C5)NC(=O)C6=CC=CC=C6)O)O)OC(=O)C7=CC=CC=C7)(CO4)OC(=O)C)O)C)OC(=O)C. Cell line: SNB-75. Synergy scores: CSS=6.28, Synergy_ZIP=-1.51, Synergy_Bliss=2.76, Synergy_Loewe=-0.959, Synergy_HSA=1.60. (3) Drug 1: CC1OCC2C(O1)C(C(C(O2)OC3C4COC(=O)C4C(C5=CC6=C(C=C35)OCO6)C7=CC(=C(C(=C7)OC)O)OC)O)O. Drug 2: CCC1=C2CN3C(=CC4=C(C3=O)COC(=O)C4(CC)O)C2=NC5=C1C=C(C=C5)O. Cell line: NCI-H226. Synergy scores: CSS=33.1, Synergy_ZIP=-9.62, Synergy_Bliss=-2.33, Synergy_Loewe=0.164, Synergy_HSA=2.21. (4) Drug 1: CS(=O)(=O)C1=CC(=C(C=C1)C(=O)NC2=CC(=C(C=C2)Cl)C3=CC=CC=N3)Cl. Drug 2: C1C(C(OC1N2C=NC3=C(N=C(N=C32)Cl)N)CO)O. Cell line: HOP-62. Synergy scores: CSS=5.01, Synergy_ZIP=-2.88, Synergy_Bliss=-0.198, Synergy_Loewe=-7.39, Synergy_HSA=-2.19. (5) Drug 1: CC1C(C(=O)NC(C(=O)N2CCCC2C(=O)N(CC(=O)N(C(C(=O)O1)C(C)C)C)C)C(C)C)NC(=O)C3=C4C(=C(C=C3)C)OC5=C(C(=O)C(=C(C5=N4)C(=O)NC6C(OC(=O)C(N(C(=O)CN(C(=O)C7CCCN7C(=O)C(NC6=O)C(C)C)C)C)C(C)C)C)N)C. Drug 2: CC1=C(C=C(C=C1)NC(=O)C2=CC=C(C=C2)CN3CCN(CC3)C)NC4=NC=CC(=N4)C5=CN=CC=C5. Cell line: 786-0. Synergy scores: CSS=20.6, Synergy_ZIP=6.66, Synergy_Bliss=10.00, Synergy_Loewe=7.63, Synergy_HSA=10.7. (6) Drug 1: C1=CC(=CC=C1C#N)C(C2=CC=C(C=C2)C#N)N3C=NC=N3. Drug 2: C1C(C(OC1N2C=C(C(=O)NC2=O)F)CO)O. Cell line: HCC-2998. Synergy scores: CSS=33.6, Synergy_ZIP=-0.762, Synergy_Bliss=-2.13, Synergy_Loewe=-6.82, Synergy_HSA=1.77.